From a dataset of Peptide-MHC class I binding affinity with 185,985 pairs from IEDB/IMGT. Regression. Given a peptide amino acid sequence and an MHC pseudo amino acid sequence, predict their binding affinity value. This is MHC class I binding data. (1) The peptide sequence is YSDIFNNVL. The MHC is BoLA-JSP.1 with pseudo-sequence BoLA-JSP.1. The binding affinity (normalized) is 0.350. (2) The MHC is HLA-A02:01 with pseudo-sequence HLA-A02:01. The binding affinity (normalized) is 0.379. The peptide sequence is LLFQLCTFT. (3) The peptide sequence is KRRRTPKKAK. The MHC is Mamu-B03 with pseudo-sequence Mamu-B03. The binding affinity (normalized) is 0.519. (4) The peptide sequence is MAYGFFNNI. The MHC is HLA-B27:03 with pseudo-sequence HLA-B27:03. The binding affinity (normalized) is 0.0847. (5) The peptide sequence is AGGDIWVTR. The MHC is HLA-A68:01 with pseudo-sequence HLA-A68:01. The binding affinity (normalized) is 0.514.